This data is from Full USPTO retrosynthesis dataset with 1.9M reactions from patents (1976-2016). The task is: Predict the reactants needed to synthesize the given product. Given the product [Br:18][CH2:19][C:20]([NH:7][C:6]1[CH:1]=[CH:2][C:3]([As:8]([OH:10])(=[O:11])[OH:9])=[CH:4][CH:5]=1)=[O:21], predict the reactants needed to synthesize it. The reactants are: [CH:1]1[C:6]([NH2:7])=[CH:5][CH:4]=[C:3]([As:8]([OH:11])([OH:10])=[O:9])[CH:2]=1.C(=O)([O-])[O-].[Na+].[Na+].[Br:18][CH2:19][C:20](Br)=[O:21].